Dataset: Catalyst prediction with 721,799 reactions and 888 catalyst types from USPTO. Task: Predict which catalyst facilitates the given reaction. (1) Reactant: Cl[C:2]1[N:6]=[C:5]([CH:7]2[CH2:12][CH:11]([C:13]3[CH:18]=[CH:17][C:16]([C:19]([F:22])([F:21])[F:20])=[CH:15][CH:14]=3)[CH2:10][N:9]([C:23]([N:25]3[CH2:30][CH2:29][O:28][CH2:27][CH2:26]3)=[O:24])[CH2:8]2)[O:4][N:3]=1.[CH3:31][NH:32][CH2:33][CH2:34][OH:35]. Product: [OH:35][CH2:34][CH2:33][N:32]([CH3:31])[C:2]1[N:6]=[C:5]([CH:7]2[CH2:12][CH:11]([C:13]3[CH:18]=[CH:17][C:16]([C:19]([F:22])([F:21])[F:20])=[CH:15][CH:14]=3)[CH2:10][N:9]([C:23]([N:25]3[CH2:30][CH2:29][O:28][CH2:27][CH2:26]3)=[O:24])[CH2:8]2)[O:4][N:3]=1. The catalyst class is: 8. (2) Reactant: [Cl:1][C:2]1[CH:7]=[C:6]([C:8]([F:11])([F:10])[F:9])[CH:5]=[C:4]([N:12]([CH3:14])[CH3:13])[C:3]=1[N:15]1[C:19]([NH:20][CH3:21])=[C:18]([S:22][C:23]([F:26])([F:25])[F:24])[C:17]([C:27]#[N:28])=[N:16]1.ClC[CH2:31][S:32][CH3:33].P([O-])([O-])([O-])=O.[K+].[K+].[K+].[CH3:42]CCCCCC.C(OCC)(=O)C. Product: [Cl:1][C:2]1[CH:7]=[C:6]([C:8]([F:10])([F:9])[F:11])[CH:5]=[C:4]([N:12]([CH3:13])[CH3:14])[C:3]=1[N:15]1[C:19]([N:20]([CH3:42])[CH2:21][CH2:31][S:32][CH3:33])=[C:18]([S:22][C:23]([F:24])([F:25])[F:26])[C:17]([C:27]#[N:28])=[N:16]1. The catalyst class is: 47. (3) Reactant: [CH:1]([C@:4]1([C:10]([N:12]2[CH2:17][CH:16]=[C:15]([C:18]3[CH:19]=[N:20][CH:21]=[C:22]([C:24]([F:27])([F:26])[F:25])[CH:23]=3)[CH2:14][CH2:13]2)=[O:11])[CH2:8][CH2:7][C@@H:6]([NH2:9])[CH2:5]1)([CH3:3])[CH3:2].[CH3:28][CH:29]1[C:34](=O)[CH2:33][CH2:32][O:31][CH2:30]1.C(N(CC)CC)C.C(O[BH-](OC(=O)C)OC(=O)C)(=O)C.[Na+]. Product: [CH:1]([C@:4]1([C:10]([N:12]2[CH2:13][CH:14]=[C:15]([C:18]3[CH:19]=[N:20][CH:21]=[C:22]([C:24]([F:27])([F:26])[F:25])[CH:23]=3)[CH2:16][CH2:17]2)=[O:11])[CH2:8][CH2:7][C@@H:6]([NH:9][CH:34]2[CH2:33][CH2:32][O:31][CH2:30][CH:29]2[CH3:28])[CH2:5]1)([CH3:3])[CH3:2]. The catalyst class is: 2. (4) Reactant: [CH2:1]1[C:9]2[C:4](=[CH:5][CH:6]=[CH:7][CH:8]=2)[CH2:3][N:2]1[CH2:10][CH:11]([CH:13]1[CH2:18][CH2:17][C:16]([N:21]([CH3:23])[CH3:22])([C:19]#N)[CH2:15][CH2:14]1)[OH:12].[C:24]1([Mg]Cl)[CH:29]=[CH:28]C=[CH:26][CH:25]=1.[Cl-].[NH4+].O. Product: [CH2:3]1[C:4]2[C:9](=[CH:8][CH:7]=[CH:6][CH:5]=2)[CH2:1][N:2]1[CH2:10][CH:11]([CH:13]1[CH2:18][CH2:17][C:16]([N:21]([CH3:23])[CH3:22])([C:19]2[CH:28]=[CH:29][CH:24]=[CH:25][CH:26]=2)[CH2:15][CH2:14]1)[OH:12]. The catalyst class is: 7.